From a dataset of Forward reaction prediction with 1.9M reactions from USPTO patents (1976-2016). Predict the product of the given reaction. (1) Given the reactants [N:1]([C:4]1[CH:5]=[CH:6][CH:7]=[C:8]2[C:13]=1[CH2:12][CH:11]([NH:14][S:15]([CH3:18])(=[O:17])=[O:16])[CH2:10][CH2:9]2)=[C:2]=S.C(OC1CC2C(CC=1)=CC=CC=2N=C=S)C.[N:35]([CH2:38][C:39]([C:41]1[CH:46]=[CH:45][C:44]([CH3:47])=[CH:43][CH:42]=1)=[O:40])=[N+]=[N-].N(CC(C1C=CC(C(F)(F)F)=CC=1)=O)=[N+]=[N-], predict the reaction product. The product is: [CH3:47][C:44]1[CH:43]=[CH:42][C:41]([C:39]2[O:40][C:2]([NH:1][C:4]3[CH:5]=[CH:6][CH:7]=[C:8]4[C:13]=3[CH2:12][CH:11]([NH:14][S:15]([CH3:18])(=[O:17])=[O:16])[CH2:10][CH2:9]4)=[N:35][CH:38]=2)=[CH:46][CH:45]=1. (2) Given the reactants [OH:1][CH2:2][CH2:3][CH2:4][CH2:5][C:6]1[CH:11]=[CH:10][C:9]([OH:12])=[CH:8][CH:7]=1.C(=O)([O-])[O-].[K+].[K+].[CH2:19]1[O:21][C@H:20]1[CH2:22][OH:23], predict the reaction product. The product is: [OH:1][CH2:2][CH2:3][CH2:4][CH2:5][C:6]1[CH:7]=[CH:8][C:9]([O:12][CH2:19][C@@H:20]([OH:21])[CH2:22][OH:23])=[CH:10][CH:11]=1. (3) Given the reactants [NH2:1][C:2]1[N:3]=[CH:4][C:5]([C:18]2[CH:26]=[CH:25][C:21]([C:22]([OH:24])=O)=[CH:20][CH:19]=2)=[N:6][C:7]=1[NH:8][CH2:9][C:10]1[C:15]([Cl:16])=[CH:14][CH:13]=[CH:12][C:11]=1[Cl:17].BrC1N=C(NCC2C([Cl:43])=CC=CC=2Cl)C(N)=NC=1.ClC1C=C(B(O)O)C=CC=1C=O, predict the reaction product. The product is: [NH2:1][C:2]1[N:3]=[CH:4][C:5]([C:18]2[CH:19]=[CH:20][C:21]([CH:22]=[O:24])=[C:25]([Cl:43])[CH:26]=2)=[N:6][C:7]=1[NH:8][CH2:9][C:10]1[C:15]([Cl:16])=[CH:14][CH:13]=[CH:12][C:11]=1[Cl:17]. (4) Given the reactants [CH3:1][C:2]1[C:7]([N+:8]([O-])=O)=[CH:6][CH:5]=[C:4]([CH3:11])[C:3]=1[Br:12], predict the reaction product. The product is: [CH3:1][C:2]1[C:7]([NH2:8])=[CH:6][CH:5]=[C:4]([CH3:11])[C:3]=1[Br:12]. (5) Given the reactants [O:1]1[C:9]2[CH:8]=[CH:7][N:6]=[C:5]([NH2:10])[C:4]=2[CH:3]=[CH:2]1.C([O-])(=O)C.[Na+].[I:16]I.[OH-].[Na+], predict the reaction product. The product is: [I:16][C:2]1[O:1][C:9]2[CH:8]=[CH:7][N:6]=[C:5]([NH2:10])[C:4]=2[CH:3]=1. (6) Given the reactants [NH2:1][CH2:2][C:3]1([OH:26])[CH2:8][CH2:7][N:6]([CH2:9][C:10]2[CH:15]=[C:14]([Br:16])[CH:13]=[CH:12][C:11]=2[O:17][CH2:18][C:19]2[CH:24]=[CH:23][C:22]([Cl:25])=[CH:21][CH:20]=2)[CH2:5][CH2:4]1.CCN(CC)CC.[F:34][C:35]1[CH:40]=[CH:39][CH:38]=[C:37]([F:41])[C:36]=1[N:42]=[C:43]=[O:44], predict the reaction product. The product is: [Br:16][C:14]1[CH:13]=[CH:12][C:11]([O:17][CH2:18][C:19]2[CH:20]=[CH:21][C:22]([Cl:25])=[CH:23][CH:24]=2)=[C:10]([CH2:9][N:6]2[CH2:7][CH2:8][C:3]([CH2:2][NH:1][C:43]([NH:42][C:36]3[C:37]([F:41])=[CH:38][CH:39]=[CH:40][C:35]=3[F:34])=[O:44])([OH:26])[CH2:4][CH2:5]2)[CH:15]=1.